From a dataset of Forward reaction prediction with 1.9M reactions from USPTO patents (1976-2016). Predict the product of the given reaction. (1) Given the reactants [CH2:1]([N:3]([CH2:30][CH3:31])[CH2:4][CH2:5][NH:6][C:7]([C:9]1[C:17]2[CH2:16][CH2:15][CH2:14]/[C:13](=[C:18]3/[C:19](=[O:28])[NH:20][C:21]4[C:26]/3=[CH:25][C:24]([F:27])=[CH:23][CH:22]=4)/[C:12]=2[NH:11][C:10]=1[CH3:29])=[O:8])[CH3:2].C(#N)C.[P:35](=[O:39])([OH:38])([OH:37])[OH:36], predict the reaction product. The product is: [P:35]([OH:39])([OH:38])([OH:37])=[O:36].[CH2:30]([N:3]([CH2:1][CH3:2])[CH2:4][CH2:5][NH:6][C:7]([C:9]1[C:17]2[CH2:16][CH2:15][CH2:14]/[C:13](=[C:18]3/[C:19](=[O:28])[NH:20][C:21]4[C:26]/3=[CH:25][C:24]([F:27])=[CH:23][CH:22]=4)/[C:12]=2[NH:11][C:10]=1[CH3:29])=[O:8])[CH3:31]. (2) Given the reactants [Cl:1][C:2]1[CH:3]=[C:4]([C:9]2([C:30]([F:33])([F:32])[F:31])[O:13][N:12]=[C:11]([C:14]3[CH:28]=[CH:27][C:17]([C:18]([NH:20][CH2:21][CH:22](OC)OC)=[O:19])=[C:16]([CH3:29])[CH:15]=3)[CH2:10]2)[CH:5]=[C:6]([Cl:8])[CH:7]=1.Cl.[CH3:35][O:36][NH2:37], predict the reaction product. The product is: [Cl:1][C:2]1[CH:3]=[C:4]([C:9]2([C:30]([F:33])([F:32])[F:31])[O:13][N:12]=[C:11]([C:14]3[CH:28]=[CH:27][C:17]([C:18]([NH:20][CH2:21][CH:22]=[N:37][O:36][CH3:35])=[O:19])=[C:16]([CH3:29])[CH:15]=3)[CH2:10]2)[CH:5]=[C:6]([Cl:8])[CH:7]=1. (3) Given the reactants [CH3:1][CH2:2][C@@:3]1([OH:27])[C:8](=[O:9])[O:7][CH2:6][C:5]2[C:10]([N:12]3[C:24](=[CH:25][C:4]1=2)[C:23]1[N:22]=[C:21]2[C:16]([CH:17]=[C:18](O)[CH:19]=[CH:20]2)=[CH:15][C:14]=1[CH2:13]3)=[O:11].[C:28]1(=[O:34])[O:33][C:31](=[O:32])[CH2:30][CH2:29]1.N1C=CC=CC=1.CC[C@@]1(O)C(=O)[O:47]CC2C(N3C(=CC1=2)C1N=C2C(C=CC=C2)=CC=1C3)=O, predict the reaction product. The product is: [CH3:1][CH2:2][C@@:3]1([OH:27])[C:8](=[O:9])[O:7][CH2:6][C:5]2[C:10]([N:12]3[C:24](=[CH:25][C:4]1=2)[C:23]1[N:22]=[C:21]2[C:16]([CH:17]=[CH:18][CH:19]=[CH:20]2)=[CH:15][C:14]=1[CH2:13]3)=[O:11].[C:28]([OH:33])(=[O:34])[CH2:29][CH2:30][C:31]([OH:47])=[O:32]. (4) Given the reactants [NH:1]([C:11]([O:13][CH2:14][CH:15]1[C:27]2[C:22](=[CH:23][CH:24]=[CH:25][CH:26]=2)[C:21]2[C:16]1=[CH:17][CH:18]=[CH:19][CH:20]=2)=[O:12])[C@H:2]([C:8]([OH:10])=[O:9])[CH2:3][CH2:4][CH2:5][CH2:6][NH2:7].Cl.[N:29]1[CH:34]=[CH:33][CH:32]=[CH:31][C:30]=1[CH:35]=O.[BH-](OC(C)=O)(OC(C)=O)OC(C)=O.[Na+].[C:51]([O:55][C:56]([CH3:59])([CH3:58])[CH3:57])(=[O:54])[CH:52]=O, predict the reaction product. The product is: [CH:17]1[C:16]2[CH:15]([CH2:14][O:13][C:11](=[O:12])[NH:1][C@H:2]([C:8]([OH:10])=[O:9])[CH2:3][CH2:4][CH2:5][CH2:6][N:7]([CH2:35][C:30]3[CH:31]=[CH:32][CH:33]=[CH:34][N:29]=3)[CH2:52][C:51](=[O:54])[O:55][C:56]([CH3:59])([CH3:58])[CH3:57])[C:27]3[C:22](=[CH:23][CH:24]=[CH:25][CH:26]=3)[C:21]=2[CH:20]=[CH:19][CH:18]=1.